Dataset: Catalyst prediction with 721,799 reactions and 888 catalyst types from USPTO. Task: Predict which catalyst facilitates the given reaction. (1) Reactant: [Cl:1][C:2]1[C:7]([Cl:8])=[CH:6][CH:5]=[CH:4][C:3]=1[CH2:9][C:10]#[N:11].Cl[CH2:13][CH2:14][N:15]([CH2:23][CH2:24]Cl)[C:16](=[O:22])[O:17][C:18]([CH3:21])([CH3:20])[CH3:19].C(=O)([O-])[O-].CS(C)=O. Product: [C:10]([C:9]1([C:3]2[CH:4]=[CH:5][CH:6]=[C:7]([Cl:8])[C:2]=2[Cl:1])[CH2:24][CH2:23][N:15]([C:16]([O:17][C:18]([CH3:20])([CH3:19])[CH3:21])=[O:22])[CH2:14][CH2:13]1)#[N:11]. The catalyst class is: 13. (2) Reactant: [C@@H:1]1([NH2:8])[CH2:6][CH2:5][CH2:4][CH2:3][C@H:2]1[NH2:7].[CH3:9][C:10]([O:13][C:14](O[C:14]([O:13][C:10]([CH3:12])([CH3:11])[CH3:9])=[O:15])=[O:15])([CH3:12])[CH3:11]. The catalyst class is: 12. Product: [NH2:7][C@@H:2]1[CH2:3][CH2:4][CH2:5][CH2:6][C@H:1]1[NH:8][C:14](=[O:15])[O:13][C:10]([CH3:12])([CH3:11])[CH3:9].